This data is from Full USPTO retrosynthesis dataset with 1.9M reactions from patents (1976-2016). The task is: Predict the reactants needed to synthesize the given product. (1) Given the product [Cl:1][C:2]1[CH:3]=[CH:4][C:5]([C:8]([CH3:13])([CH3:12])[C:9]([N:14]2[CH2:18][CH2:17][C:16]3([C:26]4[CH:25]=[CH:24][N:23]=[CH:22][C:21]=4[C:20](=[O:27])[O:19]3)[CH2:15]2)=[O:11])=[CH:6][CH:7]=1, predict the reactants needed to synthesize it. The reactants are: [Cl:1][C:2]1[CH:7]=[CH:6][C:5]([C:8]([CH3:13])([CH3:12])[C:9]([OH:11])=O)=[CH:4][CH:3]=1.[NH:14]1[CH2:18][CH2:17][C:16]2([C:26]3[CH:25]=[CH:24][N:23]=[CH:22][C:21]=3[C:20](=[O:27])[O:19]2)[CH2:15]1. (2) Given the product [CH3:7][O:8][C:9]1[N:14]=[CH:13][C:12]([NH:15][C:16]2[C:23]([C:24]3[N:29]=[C:28]([CH3:30])[N:27]=[C:26]([S:31][CH3:32])[N:25]=3)=[CH:22][C:19]([CH2:20][N:1]3[CH2:6][CH2:5][O:4][CH2:3][CH2:2]3)=[CH:18][N:17]=2)=[CH:11][CH:10]=1, predict the reactants needed to synthesize it. The reactants are: [NH:1]1[CH2:6][CH2:5][O:4][CH2:3][CH2:2]1.[CH3:7][O:8][C:9]1[N:14]=[CH:13][C:12]([NH:15][C:16]2[C:23]([C:24]3[N:29]=[C:28]([CH3:30])[N:27]=[C:26]([S:31][CH3:32])[N:25]=3)=[CH:22][C:19]([CH:20]=O)=[CH:18][N:17]=2)=[CH:11][CH:10]=1.CCO.C([BH3-])#N.[Na+].